This data is from Reaction yield outcomes from USPTO patents with 853,638 reactions. The task is: Predict the reaction yield, written as a fraction of the theoretical maximum amount of product (1.0 means a 100% yield; for example, 0.34 means a 34% yield). (1) The reactants are [CH:1]([N:3]1[CH2:8][CH2:7][N:6]([C:9]2[C:17]3[CH:16]=[C:15]([C:18]([O:20]CC)=[O:19])[S:14][C:13]=3[CH:12]=[CH:11][CH:10]=2)[CH2:5][CH2:4]1)=[O:2].O.[OH-].[Li+]. The catalyst is CO. The product is [CH:1]([N:3]1[CH2:8][CH2:7][N:6]([C:9]2[C:17]3[CH:16]=[C:15]([C:18]([OH:20])=[O:19])[S:14][C:13]=3[CH:12]=[CH:11][CH:10]=2)[CH2:5][CH2:4]1)=[O:2]. The yield is 0.560. (2) The reactants are S(Cl)(Cl)=O.S1C=CC=C1CC(O)=O.S1C=CC=C1CC(Cl)=O.[CH3:23][O:24][C:25]1[CH:26]=[C:27]2[C:32](=[CH:33][C:34]=1[O:35][CH3:36])[N:31]=[CH:30][CH:29]=[C:28]2[O:37][C:38]1[CH:44]=[CH:43][C:41]([NH2:42])=[CH:40][CH:39]=1.[S:45]1[CH:49]=[CH:48][CH:47]=[C:46]1[CH2:50][C:51]([N:53]=[C:54]=[S:55])=[O:52]. The catalyst is C1(C)C=CC=CC=1.C(O)C. The product is [CH3:23][O:24][C:25]1[CH:26]=[C:27]2[C:32](=[CH:33][C:34]=1[O:35][CH3:36])[N:31]=[CH:30][CH:29]=[C:28]2[O:37][C:38]1[CH:44]=[CH:43][C:41]([NH:42][C:54]([NH:53][C:51](=[O:52])[CH2:50][C:46]2[S:45][CH:49]=[CH:48][CH:47]=2)=[S:55])=[CH:40][CH:39]=1. The yield is 0.540. (3) The reactants are C1C(=O)N([Br:8])C(=O)C1.[Cl:9][C:10]1[C:11]2[N:12]([C:16]([C@@H:19]3[CH2:27][CH2:26][C@@H:25]4[N:21]([C:22](=[O:28])[CH2:23][CH2:24]4)[CH2:20]3)=[N:17][CH:18]=2)[CH:13]=[CH:14][N:15]=1. The catalyst is C(#N)C. The product is [Br:8][C:18]1[N:17]=[C:16]([C@@H:19]2[CH2:27][CH2:26][C@@H:25]3[N:21]([C:22](=[O:28])[CH2:23][CH2:24]3)[CH2:20]2)[N:12]2[CH:13]=[CH:14][N:15]=[C:10]([Cl:9])[C:11]=12. The yield is 0.870. (4) The reactants are FC(F)(F)C(O)=O.[Br:8][C:9]1[N:14]=[CH:13][C:12]([C:15]2[CH:16]=[N:17][C:18]([N:33](C(OC(C)(C)C)=O)C(OC(C)(C)C)=O)=[C:19]([O:21][CH:22]([C:24]3[C:29]([Cl:30])=[CH:28][CH:27]=[C:26]([F:31])[C:25]=3[Cl:32])[CH3:23])[CH:20]=2)=[CH:11][CH:10]=1.O.C(=O)(O)[O-].[Na+]. The catalyst is ClCCl. The product is [Br:8][C:9]1[N:14]=[CH:13][C:12]([C:15]2[CH:16]=[N:17][C:18]([NH2:33])=[C:19]([O:21][CH:22]([C:24]3[C:29]([Cl:30])=[CH:28][CH:27]=[C:26]([F:31])[C:25]=3[Cl:32])[CH3:23])[CH:20]=2)=[CH:11][CH:10]=1. The yield is 1.06. (5) The reactants are B(Br)(Br)Br.C[O:6][C:7]1[CH:12]=[CH:11][C:10]([C:13]2[N:14]=[CH:15][N:16]([CH3:28])[C:17]=2[C:18]2[S:27][C:21]3[N:22]=[CH:23][N:24]=[C:25]([NH2:26])[C:20]=3[CH:19]=2)=[CH:9][CH:8]=1. The catalyst is C(Cl)Cl. The product is [NH2:26][C:25]1[C:20]2[CH:19]=[C:18]([C:17]3[N:16]([CH3:28])[CH:15]=[N:14][C:13]=3[C:10]3[CH:11]=[CH:12][C:7]([OH:6])=[CH:8][CH:9]=3)[S:27][C:21]=2[N:22]=[CH:23][N:24]=1. The yield is 0.710.